From a dataset of HIV replication inhibition screening data with 41,000+ compounds from the AIDS Antiviral Screen. Binary Classification. Given a drug SMILES string, predict its activity (active/inactive) in a high-throughput screening assay against a specified biological target. (1) The molecule is CN(C)Cc1c[nH]c2c1SC(=Cc1ccccc1)C2=O. The result is 0 (inactive). (2) The compound is CCOC(=O)c1cc(C=CC(C)=CC(=O)OC)oc1-c1ccccc1. The result is 0 (inactive). (3) The drug is O=C(C=Cc1ccccc1Cl)c1ccccc1. The result is 0 (inactive). (4) The compound is Cc1cc(CS(=O)(=O)C=Cc2ccccc2[N+](=O)[O-])c(CS(=O)(=O)C=Cc2ccccc2[N+](=O)[O-])cc1C. The result is 0 (inactive).